From a dataset of Forward reaction prediction with 1.9M reactions from USPTO patents (1976-2016). Predict the product of the given reaction. (1) Given the reactants Cl[C:2]1[C:7]2=[CH:8][N:9]([CH2:11][C:12]3[CH:13]=[CH:14][C:15]4[N:16]([CH:18]=[C:19]([CH3:21])[N:20]=4)[CH:17]=3)[N:10]=[C:6]2[CH:5]=[C:4]([Cl:22])[N:3]=1.[NH2:23][CH2:24][C:25]1[C:26]([CH3:47])=[CH:27][C:28]([N:32]([C:40]([O:42][C:43]([CH3:46])([CH3:45])[CH3:44])=[O:41])[C:33](=[O:39])[O:34][C:35]([CH3:38])([CH3:37])[CH3:36])=[N:29][C:30]=1[CH3:31].C1(P(C2CCCCC2)C2C=CC=CC=2C2C(C(C)C)=CC(C(C)C)=CC=2C(C)C)CCCCC1.CC([O-])(C)C.[Na+], predict the reaction product. The product is: [C:35]([O:34][C:33]([N:32]([C:28]1[CH:27]=[C:26]([CH3:47])[C:25]([CH2:24][NH:23][C:2]2[C:7]3=[CH:8][N:9]([CH2:11][C:12]4[CH:13]=[CH:14][C:15]5[N:16]([CH:18]=[C:19]([CH3:21])[N:20]=5)[CH:17]=4)[N:10]=[C:6]3[CH:5]=[C:4]([Cl:22])[N:3]=2)=[C:30]([CH3:31])[N:29]=1)[C:40](=[O:41])[O:42][C:43]([CH3:46])([CH3:45])[CH3:44])=[O:39])([CH3:36])([CH3:37])[CH3:38]. (2) Given the reactants [NH:1]1[C:5]2[CH:6]=[CH:7][CH:8]=[CH:9][C:4]=2[N:3]=[C:2]1[CH:10]([O:19][CH:20]1[CH2:25][CH2:24][N:23]([CH3:26])[CH2:22][CH2:21]1)[C:11]1[CH:12]=[C:13]([CH2:17]O)[CH:14]=[CH:15][CH:16]=1.C(N(CC)CC)C.[CH3:34][S:35](Cl)(=O)=O.C[S-].[Na+], predict the reaction product. The product is: [CH3:26][N:23]1[CH2:24][CH2:25][CH:20]([O:19][CH:10]([C:11]2[CH:16]=[CH:15][CH:14]=[C:13]([CH2:17][S:35][CH3:34])[CH:12]=2)[C:2]2[NH:3][C:4]3[CH:9]=[CH:8][CH:7]=[CH:6][C:5]=3[N:1]=2)[CH2:21][CH2:22]1. (3) Given the reactants [Cl:1][C:2]1[CH:7]=[CH:6][N:5]=[C:4]2[C:8]([C:11]([NH:13][C@H:14]3[CH2:19][CH2:18][CH2:17][CH2:16][C@@H:15]3[OH:20])=[O:12])=[CH:9][NH:10][C:3]=12.Cl.Cl[CH2:23][C:24]1[CH:29]=[CH:28][C:27]([CH3:30])=[CH:26][N:25]=1.C(=O)([O-])[O-].[Cs+].[Cs+], predict the reaction product. The product is: [Cl:1][C:2]1[CH:7]=[CH:6][N:5]=[C:4]2[C:8]([C:11]([NH:13][C@H:14]3[CH2:19][CH2:18][CH2:17][CH2:16][C@@H:15]3[OH:20])=[O:12])=[CH:9][N:10]([CH2:23][C:24]3[CH:29]=[CH:28][C:27]([CH3:30])=[CH:26][N:25]=3)[C:3]=12. (4) Given the reactants [C:1]([C:3]1[CH:11]=[CH:10][C:6]([C:7](O)=[O:8])=[CH:5][C:4]=1[F:12])#[N:2].C(=O)([O-])[O-].[K+].[K+].S(OC)(OC)(=O)=O.[BH4-].[Na+], predict the reaction product. The product is: [F:12][C:4]1[CH:5]=[C:6]([CH2:7][OH:8])[CH:10]=[CH:11][C:3]=1[C:1]#[N:2].